This data is from Full USPTO retrosynthesis dataset with 1.9M reactions from patents (1976-2016). The task is: Predict the reactants needed to synthesize the given product. The reactants are: [C:1]([O:5][C:6]([N:8]1[C:13](=[O:14])[CH:12]=[C:11]([CH3:15])[C:10]([C:16]2[CH:21]=[C:20](C)[C:19](C(C)(C)C)=[C:18](C)[C:17]=2O[SiH3])=[N:9]1)=[O:7])([CH3:4])([CH3:3])[CH3:2].[F-].C([N+](CCCC)(CCCC)CCCC)CCC.[Cl-].[NH4+].C1C[O:53]CC1. Given the product [C:1]([O:5][C:6]([N:8]1[C:13](=[O:14])[CH:12]=[C:11]([CH3:15])[C:10]([C:16]2[CH:21]=[CH:20][C:19]([OH:53])=[CH:18][CH:17]=2)=[N:9]1)=[O:7])([CH3:4])([CH3:2])[CH3:3], predict the reactants needed to synthesize it.